From a dataset of NCI-60 drug combinations with 297,098 pairs across 59 cell lines. Regression. Given two drug SMILES strings and cell line genomic features, predict the synergy score measuring deviation from expected non-interaction effect. (1) Drug 1: CN1CCC(CC1)COC2=C(C=C3C(=C2)N=CN=C3NC4=C(C=C(C=C4)Br)F)OC. Drug 2: C1CC(=O)NC(=O)C1N2CC3=C(C2=O)C=CC=C3N. Cell line: SF-268. Synergy scores: CSS=3.09, Synergy_ZIP=1.17, Synergy_Bliss=3.51, Synergy_Loewe=1.45, Synergy_HSA=0.397. (2) Drug 1: CC1OCC2C(O1)C(C(C(O2)OC3C4COC(=O)C4C(C5=CC6=C(C=C35)OCO6)C7=CC(=C(C(=C7)OC)O)OC)O)O. Drug 2: B(C(CC(C)C)NC(=O)C(CC1=CC=CC=C1)NC(=O)C2=NC=CN=C2)(O)O. Cell line: DU-145. Synergy scores: CSS=28.7, Synergy_ZIP=-3.07, Synergy_Bliss=-1.47, Synergy_Loewe=0.977, Synergy_HSA=1.47. (3) Drug 1: CC1=C(C=C(C=C1)NC2=NC=CC(=N2)N(C)C3=CC4=NN(C(=C4C=C3)C)C)S(=O)(=O)N.Cl. Cell line: A498. Synergy scores: CSS=21.8, Synergy_ZIP=-1.27, Synergy_Bliss=1.89, Synergy_Loewe=-11.2, Synergy_HSA=-1.15. Drug 2: CNC(=O)C1=NC=CC(=C1)OC2=CC=C(C=C2)NC(=O)NC3=CC(=C(C=C3)Cl)C(F)(F)F. (4) Drug 1: COC1=CC(=CC(=C1O)OC)C2C3C(COC3=O)C(C4=CC5=C(C=C24)OCO5)OC6C(C(C7C(O6)COC(O7)C8=CC=CS8)O)O. Drug 2: CC1=C(C(CCC1)(C)C)C=CC(=CC=CC(=CC(=O)O)C)C. Cell line: U251. Synergy scores: CSS=13.3, Synergy_ZIP=-2.01, Synergy_Bliss=-7.27, Synergy_Loewe=-35.4, Synergy_HSA=-11.2.